This data is from CYP3A4 inhibition data for predicting drug metabolism from PubChem BioAssay. The task is: Regression/Classification. Given a drug SMILES string, predict its absorption, distribution, metabolism, or excretion properties. Task type varies by dataset: regression for continuous measurements (e.g., permeability, clearance, half-life) or binary classification for categorical outcomes (e.g., BBB penetration, CYP inhibition). Dataset: cyp3a4_veith. (1) The drug is COCc1nnc(NC(=O)CCN2C(=O)c3ccccc3C2=O)s1. The result is 0 (non-inhibitor). (2) The compound is CC(C)N=C(NC#N)SCc1ccc(Br)cc1. The result is 0 (non-inhibitor). (3) The molecule is c1cncc(-c2cncnc2NCc2cccs2)c1. The result is 1 (inhibitor). (4) The compound is O=C(CCCCC(=O)Nc1c(I)cc(I)c(C(=O)O)c1I)Nc1c(I)cc(I)c(C(=O)O)c1I. The result is 0 (non-inhibitor).